From a dataset of Peptide-MHC class II binding affinity with 134,281 pairs from IEDB. Regression. Given a peptide amino acid sequence and an MHC pseudo amino acid sequence, predict their binding affinity value. This is MHC class II binding data. (1) The peptide sequence is NLALSIKYNKEGDSM. The MHC is HLA-DQA10101-DQB10501 with pseudo-sequence HLA-DQA10101-DQB10501. The binding affinity (normalized) is 0.145. (2) The peptide sequence is KEAISPPDAASAAPL. The MHC is DRB1_0802 with pseudo-sequence DRB1_0802. The binding affinity (normalized) is 0.190. (3) The MHC is HLA-DQA10102-DQB10602 with pseudo-sequence HLA-DQA10102-DQB10602. The peptide sequence is EWNVRSDVVARAMRL. The binding affinity (normalized) is 0.501. (4) The peptide sequence is GELQIVDKIDAHFKI. The MHC is DRB1_0701 with pseudo-sequence DRB1_0701. The binding affinity (normalized) is 0.616. (5) The peptide sequence is GELQIVDKIDAAFKD. The MHC is DRB1_1302 with pseudo-sequence DRB1_1302. The binding affinity (normalized) is 0.364. (6) The peptide sequence is KTRRFLPQILAECAR. The MHC is DRB1_1101 with pseudo-sequence DRB1_1101. The binding affinity (normalized) is 0.608.